From a dataset of Peptide-MHC class I binding affinity with 185,985 pairs from IEDB/IMGT. Regression. Given a peptide amino acid sequence and an MHC pseudo amino acid sequence, predict their binding affinity value. This is MHC class I binding data. (1) The peptide sequence is YCDPKRFFL. The MHC is HLA-A01:01 with pseudo-sequence HLA-A01:01. The binding affinity (normalized) is 0.0499. (2) The peptide sequence is KKNHWFILK. The MHC is HLA-A02:12 with pseudo-sequence HLA-A02:12. The binding affinity (normalized) is 0.0847. (3) The peptide sequence is SYPPPPASF. The MHC is HLA-B40:01 with pseudo-sequence HLA-B40:01. The binding affinity (normalized) is 0.0847. (4) The peptide sequence is PSLQYLALK. The MHC is HLA-A11:01 with pseudo-sequence HLA-A11:01. The binding affinity (normalized) is 0.329. (5) The peptide sequence is ITKGLGISYGR. The MHC is HLA-B18:01 with pseudo-sequence HLA-B18:01. The binding affinity (normalized) is 0.0159. (6) The peptide sequence is TTFPVNGGY. The MHC is HLA-A02:11 with pseudo-sequence HLA-A02:11. The binding affinity (normalized) is 0.0847.